The task is: Predict the reaction yield, written as a fraction of the theoretical maximum amount of product (1.0 means a 100% yield; for example, 0.34 means a 34% yield).. This data is from Reaction yield outcomes from USPTO patents with 853,638 reactions. (1) The reactants are C(OC[S:6]([C:9]1[CH:14]=[CH:13][C:12]([C:15]2[C:19]([C:20]3[CH:25]=[CH:24][CH:23]=[CH:22][CH:21]=3)=[CH:18][S:17][C:16]=2[C:26]([O:28][CH3:29])=[O:27])=[CH:11][C:10]=1[F:30])(=[O:8])=[O:7])(=O)C.C[O-].[Na+].C(OCC)(=O)C.Cl. The catalyst is O1CCCC1.CO. The product is [F:30][C:10]1[CH:11]=[C:12]([C:15]2[C:19]([C:20]3[CH:25]=[CH:24][CH:23]=[CH:22][CH:21]=3)=[CH:18][S:17][C:16]=2[C:26]([O:28][CH3:29])=[O:27])[CH:13]=[CH:14][C:9]=1[S:6]([OH:8])=[O:7]. The yield is 0.770. (2) The reactants are Cl[C:2]1[N:10]=[C:9]2[C:5]([NH:6][CH:7]=[N:8]2)=[C:4]([NH2:11])[N:3]=1.[Cl:12][C:13]1[CH:14]=[C:15]([CH:18]=[CH:19][CH:20]=1)[CH2:16][NH2:17].C(N(CC)CC)C. The catalyst is C(O)CCC. The product is [Cl:12][C:13]1[CH:14]=[C:15]([CH:18]=[CH:19][CH:20]=1)[CH2:16][NH:17][C:2]1[N:10]=[C:9]2[C:5]([NH:6][CH:7]=[N:8]2)=[C:4]([NH2:11])[N:3]=1. The yield is 0.920.